From a dataset of NCI-60 drug combinations with 297,098 pairs across 59 cell lines. Regression. Given two drug SMILES strings and cell line genomic features, predict the synergy score measuring deviation from expected non-interaction effect. (1) Drug 1: C1C(C(OC1N2C=NC(=NC2=O)N)CO)O. Drug 2: B(C(CC(C)C)NC(=O)C(CC1=CC=CC=C1)NC(=O)C2=NC=CN=C2)(O)O. Cell line: ACHN. Synergy scores: CSS=27.1, Synergy_ZIP=-1.57, Synergy_Bliss=1.32, Synergy_Loewe=0.0466, Synergy_HSA=0.578. (2) Drug 1: CCC1=CC2CC(C3=C(CN(C2)C1)C4=CC=CC=C4N3)(C5=C(C=C6C(=C5)C78CCN9C7C(C=CC9)(C(C(C8N6C)(C(=O)OC)O)OC(=O)C)CC)OC)C(=O)OC.C(C(C(=O)O)O)(C(=O)O)O. Drug 2: CC1=C2C(C(=O)C3(C(CC4C(C3C(C(C2(C)C)(CC1OC(=O)C(C(C5=CC=CC=C5)NC(=O)C6=CC=CC=C6)O)O)OC(=O)C7=CC=CC=C7)(CO4)OC(=O)C)O)C)OC(=O)C. Cell line: SK-MEL-2. Synergy scores: CSS=62.3, Synergy_ZIP=0.825, Synergy_Bliss=0.865, Synergy_Loewe=-0.565, Synergy_HSA=4.01. (3) Drug 1: CC(C1=C(C=CC(=C1Cl)F)Cl)OC2=C(N=CC(=C2)C3=CN(N=C3)C4CCNCC4)N. Drug 2: COCCOC1=C(C=C2C(=C1)C(=NC=N2)NC3=CC=CC(=C3)C#C)OCCOC.Cl. Cell line: NCI-H322M. Synergy scores: CSS=38.4, Synergy_ZIP=15.7, Synergy_Bliss=16.4, Synergy_Loewe=3.09, Synergy_HSA=14.9. (4) Drug 1: CC1=C(C(=CC=C1)Cl)NC(=O)C2=CN=C(S2)NC3=CC(=NC(=N3)C)N4CCN(CC4)CCO. Drug 2: COC1=C2C(=CC3=C1OC=C3)C=CC(=O)O2. Cell line: OVCAR3. Synergy scores: CSS=13.4, Synergy_ZIP=-10.6, Synergy_Bliss=-7.55, Synergy_Loewe=-35.4, Synergy_HSA=-6.35. (5) Drug 1: CN(C)N=NC1=C(NC=N1)C(=O)N. Drug 2: C(CCl)NC(=O)N(CCCl)N=O. Cell line: ACHN. Synergy scores: CSS=9.88, Synergy_ZIP=-4.53, Synergy_Bliss=2.36, Synergy_Loewe=-2.46, Synergy_HSA=0.832. (6) Drug 1: C1=CC(=C2C(=C1NCCNCCO)C(=O)C3=C(C=CC(=C3C2=O)O)O)NCCNCCO. Drug 2: CCCCC(=O)OCC(=O)C1(CC(C2=C(C1)C(=C3C(=C2O)C(=O)C4=C(C3=O)C=CC=C4OC)O)OC5CC(C(C(O5)C)O)NC(=O)C(F)(F)F)O. Cell line: NCIH23. Synergy scores: CSS=60.2, Synergy_ZIP=4.98, Synergy_Bliss=5.16, Synergy_Loewe=-0.413, Synergy_HSA=6.94. (7) Drug 1: CC(C1=C(C=CC(=C1Cl)F)Cl)OC2=C(N=CC(=C2)C3=CN(N=C3)C4CCNCC4)N. Drug 2: C1CN1P(=S)(N2CC2)N3CC3. Cell line: NCI-H322M. Synergy scores: CSS=-2.72, Synergy_ZIP=4.86, Synergy_Bliss=4.50, Synergy_Loewe=-2.63, Synergy_HSA=-1.23.